Task: Predict the product of the given reaction.. Dataset: Forward reaction prediction with 1.9M reactions from USPTO patents (1976-2016) (1) Given the reactants [CH3:1]I.[H-].[Na+].C(OP([CH2:13][C:14]#[N:15])(=O)OCC)C.O=[C:17]1[CH2:22][CH2:21][N:20]([C:23]([O:25][C:26]([CH3:29])([CH3:28])[CH3:27])=[O:24])[CH2:19][CH2:18]1, predict the reaction product. The product is: [C:14]([C:13](=[C:17]1[CH2:22][CH2:21][N:20]([C:23]([O:25][C:26]([CH3:29])([CH3:28])[CH3:27])=[O:24])[CH2:19][CH2:18]1)[CH3:1])#[N:15]. (2) Given the reactants Br[C:2]1[CH:7]=[CH:6][C:5]([C:8]2[O:12][N:11]=[C:10]([CH3:13])[C:9]=2[CH:14]([OH:24])[CH2:15][CH2:16][CH2:17][C:18]2[CH:23]=[CH:22][CH:21]=[CH:20][CH:19]=2)=[CH:4][CH:3]=1.[CH2:25]([O:27][C:28]([CH2:30][CH2:31][C:32]1[CH:37]=[CH:36][C:35](B(O)O)=[CH:34][CH:33]=1)=[O:29])[CH3:26], predict the reaction product. The product is: [CH2:25]([O:27][C:28](=[O:29])[CH2:30][CH2:31][C:32]1[CH:37]=[CH:36][C:35]([C:2]2[CH:7]=[CH:6][C:5]([C:8]3[O:12][N:11]=[C:10]([CH3:13])[C:9]=3[CH:14]([OH:24])[CH2:15][CH2:16][CH2:17][C:18]3[CH:23]=[CH:22][CH:21]=[CH:20][CH:19]=3)=[CH:4][CH:3]=2)=[CH:34][CH:33]=1)[CH3:26]. (3) The product is: [C:1]([C:3]1[CH:4]=[C:5]([S:17]([N:20]([CH2:26][C:27]2[CH:32]=[CH:31][C:30]([O:33][CH3:34])=[CH:29][C:28]=2[O:35][CH3:36])[C:21]2[S:25][N:24]=[CH:23][N:22]=2)(=[O:18])=[O:19])[CH:6]=[CH:7][C:8]=1[CH2:44][C:45]1[CH:50]=[CH:49][C:48]([C:51]([F:53])([F:54])[F:52])=[CH:47][C:46]=1[C:55]1[CH:60]=[CH:59][N:58]=[N:57][CH:56]=1)#[N:2]. Given the reactants [C:1]([C:3]1[CH:4]=[C:5]([S:17]([N:20]([CH2:26][C:27]2[CH:32]=[CH:31][C:30]([O:33][CH3:34])=[CH:29][C:28]=2[O:35][CH3:36])[C:21]2[S:25][N:24]=[CH:23][N:22]=2)(=[O:19])=[O:18])[CH:6]=[CH:7][C:8]=1B1OCC(C)(C)CO1)#[N:2].C(=O)([O-])[O-].[K+].[K+].Br[CH2:44][C:45]1[CH:50]=[CH:49][C:48]([C:51]([F:54])([F:53])[F:52])=[CH:47][C:46]=1[C:55]1[CH:60]=[CH:59][N:58]=[N:57][CH:56]=1, predict the reaction product. (4) Given the reactants [CH3:1]C1C=CC(S(O)(=O)=O)=CC=1.[C:12]1([C:18]2([C:25]3[CH:34]=[C:33]([O:35][CH2:36][C:37]4[CH:46]=[CH:45][C:44]5[C:39](=[CH:40][CH:41]=[CH:42][CH:43]=5)[N:38]=4)[CH:32]=[CH:31][C:26]=3[C:27]([NH:29][NH2:30])=[O:28])[CH2:23][CH:22]3[CH2:24][CH:19]2[CH2:20][CH2:21]3)[CH:17]=[CH:16][CH:15]=[CH:14][CH:13]=1.Cl.C(=O)(O)[O-].[Na+], predict the reaction product. The product is: [O:28]1[CH:1]=[N:30][N:29]=[C:27]1[C:26]1[CH:31]=[CH:32][C:33]([O:35][CH2:36][C:37]2[CH:46]=[CH:45][C:44]3[C:39](=[CH:40][CH:41]=[CH:42][CH:43]=3)[N:38]=2)=[CH:34][C:25]=1[C:18]1([C:12]2[CH:13]=[CH:14][CH:15]=[CH:16][CH:17]=2)[CH2:23][CH:22]2[CH2:24][CH:19]1[CH2:20][CH2:21]2. (5) Given the reactants [N:1]([C@H:4]1[C@H:8]([F:9])[CH2:7][N:6]([C:10]([O:12][C:13]([CH3:16])([CH3:15])[CH3:14])=[O:11])[CH2:5]1)=[N+]=[N-].C1C=CC(P(C2C=CC=CC=2)C2C=CC=CC=2)=CC=1.O, predict the reaction product. The product is: [NH2:1][C@H:4]1[C@H:8]([F:9])[CH2:7][N:6]([C:10]([O:12][C:13]([CH3:16])([CH3:15])[CH3:14])=[O:11])[CH2:5]1. (6) The product is: [CH3:26][O:27][C:28]([C:30]1[CH:38]=[CH:37][C:33]([C:34](=[O:35])[NH:1][CH2:2][C:3]2[C:12](=[O:13])[C:11]3[C:6](=[CH:7][C:8]([Cl:14])=[CH:9][CH:10]=3)[N:5]([C:15]3[CH:20]=[CH:19][CH:18]=[CH:17][CH:16]=3)[C:4]=2[C:21]2[O:22][CH:23]=[CH:24][N:25]=2)=[CH:32][N:31]=1)=[O:29]. Given the reactants [NH2:1][CH2:2][C:3]1[C:12](=[O:13])[C:11]2[C:6](=[CH:7][C:8]([Cl:14])=[CH:9][CH:10]=2)[N:5]([C:15]2[CH:20]=[CH:19][CH:18]=[CH:17][CH:16]=2)[C:4]=1[C:21]1[O:22][CH:23]=[CH:24][N:25]=1.[CH3:26][O:27][C:28]([C:30]1[CH:38]=[CH:37][C:33]([C:34](O)=[O:35])=[CH:32][N:31]=1)=[O:29], predict the reaction product.